From a dataset of Forward reaction prediction with 1.9M reactions from USPTO patents (1976-2016). Predict the product of the given reaction. (1) Given the reactants [Cl:1][C:2]1[N:7]=[C:6](Cl)[CH:5]=[CH:4][N:3]=1.[C:9]([O:12][CH2:13][CH:14]=[CH:15]B1OC(C)(C)C(C)(C)O1)(=O)C.[O-]P([O-])([O-])=O.[K+].[K+].[K+].C1(P(C2CCCCC2)C2C=CC=CC=2C2C(OC)=CC=CC=2OC)CCCCC1, predict the reaction product. The product is: [Cl:1][C:2]1[N:7]=[C:6](/[CH:15]=[CH:14]/[CH2:13][O:12][CH3:9])[CH:5]=[CH:4][N:3]=1. (2) Given the reactants Br[C:2]1[CH:11]=[CH:10][C:5]([C:6]([O:8][CH3:9])=[O:7])=[CH:4][CH:3]=1.[CH:12]([C:14]1[S:18][C:17](B(O)O)=[CH:16][CH:15]=1)=[O:13], predict the reaction product. The product is: [CH:12]([C:14]1[S:18][C:17]([C:2]2[CH:11]=[CH:10][C:5]([C:6]([O:8][CH3:9])=[O:7])=[CH:4][CH:3]=2)=[CH:16][CH:15]=1)=[O:13]. (3) The product is: [C:1]1([CH:7]([C:14]2[CH:15]=[CH:16][C:17]([C:20]([F:23])([F:21])[F:22])=[CH:18][CH:19]=2)[CH:8]2[CH2:13][CH2:12][CH2:11][NH:10][CH2:9]2)[CH:2]=[CH:3][CH:4]=[CH:5][CH:6]=1. Given the reactants [C:1]1([C:7]([C:14]2[CH:19]=[CH:18][C:17]([C:20]([F:23])([F:22])[F:21])=[CH:16][CH:15]=2)=[C:8]2[CH2:13][CH2:12][CH2:11][NH:10][CH2:9]2)[CH:6]=[CH:5][CH:4]=[CH:3][CH:2]=1.[H][H].CCCCC, predict the reaction product.